Dataset: Full USPTO retrosynthesis dataset with 1.9M reactions from patents (1976-2016). Task: Predict the reactants needed to synthesize the given product. (1) Given the product [O:1]([CH2:2][C:3](=[CH2:7])[C:4]([O-:6])=[O:5])[CH2:8][C:9](=[CH2:13])[C:10]([O-:12])=[O:11].[CH2:15]([OH:14])[CH:16]=[CH2:17].[CH2:8]([O:1][CH2:2][C:3](=[CH2:7])[C:4]([O-:6])=[O:5])[CH:9]=[CH2:10].[OH:14][CH2:15][C:16](=[CH2:20])[C:17]([O-:19])=[O:18], predict the reactants needed to synthesize it. The reactants are: [O:1]([CH2:8][C:9](=[CH2:13])[C:10]([O-:12])=[O:11])[CH2:2][C:3](=[CH2:7])[C:4]([O-:6])=[O:5].[OH:14][CH2:15][C:16](=[CH2:20])[C:17]([O-:19])=[O:18]. (2) Given the product [NH2:18][C:15]1[CH:16]=[CH:17][C:12]([S:9]([N:8]([CH2:1][C:2]2[CH:3]=[CH:4][CH:5]=[CH:6][CH:7]=2)[C:21]2[C:26]([Cl:27])=[CH:25][C:24]([C:28]([F:31])([F:30])[F:29])=[CH:23][N:22]=2)(=[O:10])=[O:11])=[CH:13][CH:14]=1, predict the reactants needed to synthesize it. The reactants are: [CH2:1]([N:8]([C:21]1[C:26]([Cl:27])=[CH:25][C:24]([C:28]([F:31])([F:30])[F:29])=[CH:23][N:22]=1)[S:9]([C:12]1[CH:17]=[CH:16][C:15]([N+:18]([O-])=O)=[CH:14][CH:13]=1)(=[O:11])=[O:10])[C:2]1[CH:7]=[CH:6][CH:5]=[CH:4][CH:3]=1. (3) Given the product [Cl:17][C:16]([Cl:19])([Cl:18])[CH2:15][O:14][C:12](=[O:13])[NH:4][C:3]1[CH:5]=[CH:6][CH:7]=[C:8]([Cl:9])[C:2]=1[Cl:1], predict the reactants needed to synthesize it. The reactants are: [Cl:1][C:2]1[C:8]([Cl:9])=[CH:7][CH:6]=[CH:5][C:3]=1[NH2:4].[OH-].[Na+].[C:12](Cl)([O:14][CH2:15][C:16]([Cl:19])([Cl:18])[Cl:17])=[O:13].O. (4) Given the product [CH3:5][CH2:4][N:3]([CH2:6][C:7]([NH:9][C:10]1[C:15]([CH3:16])=[CH:14][CH:13]=[CH:12][C:11]=1[CH3:17])=[O:8])[CH2:2][CH3:1].[C:18]([OH:23])(=[O:22])[CH:19]([CH3:21])[OH:20], predict the reactants needed to synthesize it. The reactants are: [CH3:1][CH2:2][N:3]([CH2:6][C:7]([NH:9][C:10]1[C:11]([CH3:17])=[CH:12][CH:13]=[CH:14][C:15]=1[CH3:16])=[O:8])[CH2:4][CH3:5].[C:18]([OH:23])(=[O:22])[CH:19]([CH3:21])[OH:20].